From a dataset of Forward reaction prediction with 1.9M reactions from USPTO patents (1976-2016). Predict the product of the given reaction. (1) Given the reactants [NH2:1][C:2]1[CH:3]=[C:4]([C:9]2[CH:15]=[CH:14][C:12]([NH2:13])=[C:11]([NH2:16])[CH:10]=2)[CH:5]=[CH:6][C:7]=1[NH2:8].[C:17]1(=O)[CH2:22][CH2:21][CH2:20][CH2:19][CH2:18]1, predict the reaction product. The product is: [C:17]1(=[N:1][C:2]2[CH:3]=[C:4]([C:9]3[CH:15]=[CH:14][C:12]([N:13]=[C:2]4[CH2:3][CH2:4][CH2:5][CH2:6][CH2:7]4)=[C:11]([N:16]=[C:9]4[CH2:15][CH2:14][CH2:12][CH2:11][CH2:10]4)[CH:10]=3)[CH:5]=[CH:6][C:7]=2[N:8]=[C:17]2[CH2:22][CH2:21][CH2:20][CH2:19][CH2:18]2)[CH2:22][CH2:21][CH2:20][CH2:19][CH2:18]1. (2) Given the reactants [NH:1]1[C:6]2[N:7]=[CH:8][CH:9]=[CH:10][C:5]=2[C:4](=[O:11])[O:3][C:2]1=[O:12].Cl[CH2:14][C:15]1[S:16][C:17]2[CH:23]=[CH:22][CH:21]=[CH:20][C:18]=2[N:19]=1.CCN(P1(N(C)CCCN1C)=NC(C)(C)C)CC, predict the reaction product. The product is: [S:16]1[C:17]2[CH:23]=[CH:22][CH:21]=[CH:20][C:18]=2[N:19]=[C:15]1[CH2:14][N:1]1[C:6]2[N:7]=[CH:8][CH:9]=[CH:10][C:5]=2[C:4](=[O:11])[O:3][C:2]1=[O:12].